From a dataset of Catalyst prediction with 721,799 reactions and 888 catalyst types from USPTO. Predict which catalyst facilitates the given reaction. Reactant: [OH:1][C:2]1[C:7]([C:8]([O:10][C:11]2[CH:16]=[CH:15][CH:14]=[CH:13][CH:12]=2)=[O:9])=[C:6]([CH3:17])[C:5]([O:18][C:19]([F:22])([F:21])[F:20])=[CH:4][CH:3]=1.[CH3:23][C:24]([O:27][C:28](O[C:28]([O:27][C:24]([CH3:26])([CH3:25])[CH3:23])=[O:29])=[O:29])([CH3:26])[CH3:25].CCN(C(C)C)C(C)C. Product: [C:24]([O:27][C:28]([O:1][C:2]1[C:7]([C:8]([O:10][C:11]2[CH:16]=[CH:15][CH:14]=[CH:13][CH:12]=2)=[O:9])=[C:6]([CH3:17])[C:5]([O:18][C:19]([F:20])([F:21])[F:22])=[CH:4][CH:3]=1)=[O:29])([CH3:26])([CH3:25])[CH3:23]. The catalyst class is: 64.